Dataset: Reaction yield outcomes from USPTO patents with 853,638 reactions. Task: Predict the reaction yield, written as a fraction of the theoretical maximum amount of product (1.0 means a 100% yield; for example, 0.34 means a 34% yield). The reactants are C1N=CN([C:6](N2C=NC=C2)=[O:7])C=1.[C:13]([C:17]1[CH:21]=[C:20]([NH2:22])[N:19]([C:23]2[CH:28]=[CH:27][C:26]([CH3:29])=[CH:25][CH:24]=2)[N:18]=1)([CH3:16])([CH3:15])[CH3:14].[NH2:30][C:31]1[C:40]2[C:35](=[CH:36][CH:37]=[CH:38][CH:39]=2)[C:34]([O:41][CH2:42][CH2:43][C:44]2[CH:49]=[CH:48][N:47]=[C:46]([NH:50][C:51](=[O:57])[O:52][C:53]([CH3:56])([CH3:55])[CH3:54])[CH:45]=2)=[CH:33][CH:32]=1. The catalyst is C(Cl)Cl.CO. The product is [C:53]([O:52][C:51](=[O:57])[NH:50][C:46]1[CH:45]=[C:44]([CH2:43][CH2:42][O:41][C:34]2[C:35]3[C:40](=[CH:39][CH:38]=[CH:37][CH:36]=3)[C:31]([NH:30][C:6]([NH:22][C:20]3[N:19]([C:23]4[CH:24]=[CH:25][C:26]([CH3:29])=[CH:27][CH:28]=4)[N:18]=[C:17]([C:13]([CH3:16])([CH3:15])[CH3:14])[CH:21]=3)=[O:7])=[CH:32][CH:33]=2)[CH:49]=[CH:48][N:47]=1)([CH3:54])([CH3:56])[CH3:55]. The yield is 0.800.